This data is from Forward reaction prediction with 1.9M reactions from USPTO patents (1976-2016). The task is: Predict the product of the given reaction. (1) Given the reactants [Cl:1][C:2]1[CH:3]=[C:4]2[C:8](=[CH:9][CH:10]=1)[NH:7][CH:6]=[C:5]2[CH2:11][CH2:12][NH:13][C:14](=[O:22])[C:15]1[CH:20]=[CH:19][CH:18]=[CH:17][C:16]=1I.[NH:23]1[CH:27]=[CH:26][CH:25]=[N:24]1.C(=O)([O-])[O-].[K+].[K+], predict the reaction product. The product is: [Cl:1][C:2]1[CH:3]=[C:4]2[C:8](=[CH:9][CH:10]=1)[NH:7][CH:6]=[C:5]2[CH2:11][CH2:12][NH:13][C:14](=[O:22])[C:15]1[CH:20]=[CH:19][CH:18]=[CH:17][C:16]=1[N:23]1[CH:27]=[CH:26][CH:25]=[N:24]1. (2) Given the reactants C(O[C:6]([NH:8][C:9]1[CH:14]=[CH:13][CH:12]=[CH:11][C:10]=1[NH2:15])=[O:7])(C)(C)C.[CH3:16][N:17]1[CH2:22][CH2:21][O:20][CH2:19][CH2:18]1.CON1N=[C:29](OC)[CH:28]=[C:27](Cl)[NH:26]1.Cl.[CH3:35]N(C)C=O, predict the reaction product. The product is: [NH2:15][C:10]1[CH:11]=[CH:12][CH:13]=[CH:14][C:9]=1[NH:8][C:6](=[O:7])[C:28]1[CH:29]=[CH:35][C:16]([N:17]2[CH2:22][CH2:21][O:20][CH2:19][CH2:18]2)=[N:26][CH:27]=1. (3) The product is: [N+:9]([C:12]1[CH:13]=[C:14]2[C:18](=[CH:19][CH:20]=1)[NH:17][C:16](=[O:21])[C:15]2=[C:1]([C:4]1[N:5]=[CH:6][NH:7][CH:8]=1)[CH3:2])([O-:11])=[O:10]. Given the reactants [C:1]([C:4]1[N:5]=[CH:6][NH:7][CH:8]=1)(=O)[CH3:2].[N+:9]([C:12]1[CH:13]=[C:14]2[C:18](=[CH:19][CH:20]=1)[NH:17][C:16](=[O:21])[CH2:15]2)([O-:11])=[O:10].N1CCCCC1, predict the reaction product. (4) Given the reactants [NH2:1][C:2]1[N:3]=[CH:4][C:5]2[CH:11]=[C:10]([C:12]3[CH:17]=[CH:16][C:15]([C:18]4[CH:23]=[N:22][CH:21]=[C:20]([CH3:24])[N:19]=4)=[CH:14][C:13]=3[Cl:25])[C:9](=[O:26])[N:8]([CH2:27][CH:28]3[O:33][CH2:32][CH:31]([NH:34]C(=O)OC(C)(C)C)[CH2:30][O:29]3)[C:6]=2[N:7]=1.C(O)(C(F)(F)F)=O, predict the reaction product. The product is: [NH2:1][C:2]1[N:3]=[CH:4][C:5]2[CH:11]=[C:10]([C:12]3[CH:17]=[CH:16][C:15]([C:18]4[CH:23]=[N:22][CH:21]=[C:20]([CH3:24])[N:19]=4)=[CH:14][C:13]=3[Cl:25])[C:9](=[O:26])[N:8]([CH2:27][CH:28]3[O:29][CH2:30][CH:31]([NH2:34])[CH2:32][O:33]3)[C:6]=2[N:7]=1. (5) Given the reactants [NH2:1][C:2]1[CH:6]=[C:5]([C:7]2[CH:12]=[CH:11][CH:10]=[CH:9][CH:8]=2)[S:4][C:3]=1[C:13]([N:15]1[CH2:20][CH2:19][CH:18]([N:21]2[CH2:33][CH2:32][CH2:31][C:23]3([C:27](=[O:28])[O:26][C:25]([CH3:30])([CH3:29])[CH2:24]3)[CH2:22]2)[CH2:17][CH2:16]1)=[O:14].[CH2:34]([N:36]=[C:37]=[O:38])[CH3:35].C(OC(C)C)(C)C, predict the reaction product. The product is: [CH3:29][C:25]1([CH3:30])[CH2:24][C:23]2([CH2:31][CH2:32][CH2:33][N:21]([CH:18]3[CH2:19][CH2:20][N:15]([C:13]([C:3]4[S:4][C:5]([C:7]5[CH:8]=[CH:9][CH:10]=[CH:11][CH:12]=5)=[CH:6][C:2]=4[NH:1][C:37]([NH:36][CH2:34][CH3:35])=[O:38])=[O:14])[CH2:16][CH2:17]3)[CH2:22]2)[C:27](=[O:28])[O:26]1. (6) Given the reactants [N:1]1[CH:6]=[CH:5][CH:4]=[C:3]([CH:7]=O)[CH:2]=1.[C:9]([NH:12][CH2:13][C:14]([OH:16])=[O:15])(=O)[CH3:10].C([O-])(=O)C.[Na+].C(OC(=O)C)(=O)C, predict the reaction product. The product is: [CH3:10][C:9]1[O:16][C:14](=[O:15])/[C:13](=[CH:7]/[C:3]2[CH:2]=[N:1][CH:6]=[CH:5][CH:4]=2)/[N:12]=1. (7) Given the reactants [C:1]([O:5][C:6]([N:8]1[CH2:12][CH2:11][CH:10]([C:13]2[CH:18]=[CH:17][C:16]([S:19]([C:22]3[CH:27]=[CH:26][CH:25]=[C:24]([F:28])[CH:23]=3)(=[O:21])=[O:20])=[CH:15][C:14]=2[O:29][CH2:30][C:31](OC)=[O:32])[CH2:9]1)=[O:7])([CH3:4])([CH3:3])[CH3:2].[CH3:35][NH2:36], predict the reaction product. The product is: [C:1]([O:5][C:6]([N:8]1[CH2:12][CH2:11][CH:10]([C:13]2[CH:18]=[CH:17][C:16]([S:19]([C:22]3[CH:27]=[CH:26][CH:25]=[C:24]([F:28])[CH:23]=3)(=[O:20])=[O:21])=[CH:15][C:14]=2[O:29][CH2:30][C:31](=[O:32])[NH:36][CH3:35])[CH2:9]1)=[O:7])([CH3:3])([CH3:2])[CH3:4]. (8) Given the reactants Cl[C:2]1[CH:7]=[CH:6][N:5]=[C:4]2[NH:8][C:9]([C:11]3[CH:16]=[CH:15][C:14]([N:17]4[CH2:22][CH2:21][O:20][CH2:19][CH2:18]4)=[CH:13][CH:12]=3)=[N:10][C:3]=12.[C:23]([C:25]1[CH:43]=[C:42](B2OC(C)(C)C(C)(C)O2)[CH:41]=[CH:40][C:26]=1[O:27][C@@H:28]1[CH2:32][CH2:31][N:30]([C:33]([O:35][C:36]([CH3:39])([CH3:38])[CH3:37])=[O:34])[CH2:29]1)#[N:24].C([O-])([O-])=O.[Cs+].[Cs+], predict the reaction product. The product is: [C:23]([C:25]1[CH:43]=[C:42]([C:2]2[CH:7]=[CH:6][N:5]=[C:4]3[NH:8][C:9]([C:11]4[CH:16]=[CH:15][C:14]([N:17]5[CH2:22][CH2:21][O:20][CH2:19][CH2:18]5)=[CH:13][CH:12]=4)=[N:10][C:3]=23)[CH:41]=[CH:40][C:26]=1[O:27][C@@H:28]1[CH2:32][CH2:31][N:30]([C:33]([O:35][C:36]([CH3:39])([CH3:38])[CH3:37])=[O:34])[CH2:29]1)#[N:24]. (9) Given the reactants C([O:3][C:4]([C@H:6]1[CH:10]=[CH:9][CH2:8][N:7]1[C:11](=[O:28])[CH2:12][CH2:13][CH2:14][CH2:15][C:16]([N:18]1[CH2:22][CH:21]=[CH:20][C@@H:19]1[C:23]([O:25]CC)=[O:24])=[O:17])=[O:5])C.Cl, predict the reaction product. The product is: [C:23]([C@H:19]1[CH:20]=[CH:21][CH2:22][N:18]1[C:16](=[O:17])[CH2:15][CH2:14][CH2:13][CH2:12][C:11]([N:7]1[CH2:8][CH:9]=[CH:10][C@@H:6]1[C:4]([OH:5])=[O:3])=[O:28])([OH:25])=[O:24].